From a dataset of Experimentally validated miRNA-target interactions with 360,000+ pairs, plus equal number of negative samples. Binary Classification. Given a miRNA mature sequence and a target amino acid sequence, predict their likelihood of interaction. (1) The miRNA is hsa-miR-3152-5p with sequence AUUGCCUCUGUUCUAACACAAG. The protein sequence of the target gene is MAANMYRVGDYVYFENSSSNPYLIRRIEELNKTASGNVEAKVVCFYRRRDISNTLIMLADKHAKEIEEESETTVEADLTDKQKHQLKHRELFLSRQYESLPATHIRGKCSVALLNETESVLSYLDKEDTFFYSLVYDPSLKTLLADKGEIRVGPRYQADIPEMLLEGESDEREQSKLEVKVWDPNSPLTDRQIDQFLVVARAVGTFARALDCSSSVRQPSLHMSAAAASRDITLFHAMDTLYRHSYDLSSAISVLVPLGGPVLCRDEMEEWSASEASLFEEALEKYGKDFNDIRQDFLPW.... Result: 1 (interaction). (2) The miRNA is hsa-miR-7106-3p with sequence AGCUCCCUGAAUCCCUGUCCCAG. The protein sequence of the target gene is MERASLIQKAKLAEQAERYEDMAAFMKSAVEKGEELSCEERNLLSVAYKNVVGGQRAAWRVLSSIEQKSNEEGSEEKGPEVKEYREKVETELRGVCDTVLGLLDSHLIKGAGDAESRVFYLKMKGDYYRYLAEVATGDDKKRIIDSARSAYQEAMDISKKEMPPTNPIRLGLALNFSVFHYEIANSPEEAISLAKTTFDEAMADLHTLSEDSYKDSTLIMQLLRDNLTLWTADSAGEEGGEAPEEPQS. Result: 0 (no interaction). (3) The miRNA is hsa-let-7c-3p with sequence CUGUACAACCUUCUAGCUUUCC. The protein sequence of the target gene is MDARRVPQKDLRVKKNLKKFRYVKLISMETSSSSDDSCDSFASDNFANTRLQSVREGCRTRSQCRHSGPLRVAMKFPARSTRGATNKKAESRQPSENSVTDSNSDSEDESGMNFLEKRALNIKQNKAMLAKLMSELESFPGSFRGRHPLPGSDSQSRRPRRRTFPGVASRRNPERRARPLTRSRSRILGSLDALPMEEEEEEDKYMLVRKRKTVDGYMNEDDLPRSRRSRSSVTLPHIIRPVEEITEEELENVCSNSREKIYNRSLGSTCHQCRQKTIDTKTNCRNPDCWGVRGQFCGPC.... Result: 0 (no interaction). (4) The miRNA is mmu-miR-290b-5p with sequence GCUUAAAACUAGGCGGCACUUU. The protein sequence of the target gene is MAATVNLELDPIFLKALGFLHSKSKDSAEKLKALLDESLARGIDSSYRPTQKDVEPPKISSTKSLSIKQEPKTSSSLPSGSSNGKVLTAEKIKKEAEKRPADKMKDVTEGIDVPKKPRLEKPETRSSPITVQTSKDLSMADLSSFEETSADDFAMEMGLACVVCRQMTVASGNQLVECQECHNLYHQDCHKPQVTDKEVNDPRLVWYCARCTRQMKRMAQKTQKPPQKPAPTVVSVTPTVKDPLVKKPETKLKQETTFLAFKRTEVKPSTVISGNSSSNNVSSSVTSGLTGWAAFAAKTS.... Result: 0 (no interaction). (5) The miRNA is hsa-miR-345-3p with sequence GCCCUGAACGAGGGGUCUGGAG. The protein sequence of the target gene is MATDSWALAVDEQEAAVKSMTNLQIKEEKVKADTNGIIKTSTTAEKTDEEEKEDRAAQSLLNKLIRSNLVDNTNQVEVLQRDPNSPLYSVKSFEELRLKPQLLQGVYAMGFNRPSKIQENALPMMLAEPPQNLIAQSQSGTGKTAAFVLAMLSRVEPSDRYPQCLCLSPTYELALQTGKVIEQMGKFYPELKLAYAVRGNKLERGQKISEQIVIGTPGTVLDWCSKLKFIDPKKIKVFVLDEADVMIATQGHQDQSIRIQRMLPRNCQMLLFSATFEDSVWKFAQKVVPDPNVIKLKREE.... Result: 0 (no interaction). (6) The miRNA is hsa-miR-877-3p with sequence UCCUCUUCUCCCUCCUCCCAG. The protein sequence of the target gene is MADSENQGPAEPSQAAAAAEAAAEEVMAEGGAQGGDCDSAAGDPDSAAGQMAEEPQTPAENAPKPKNDFIESLPNSVKCRVLALKKLQKRCDKIEAKFDKEFQALEKKYNDIYKPLLAKIQELTGEMEGCAWTLEGEEEEEEEYEDDEEEGEDEEEEEAAAEAAAGAKHDDAHAEMPDDAKK. Result: 0 (no interaction). (7) The miRNA is mmu-miR-3087-3p with sequence UAACUCACUGUCAUGUCCUCA. The protein sequence of the target gene is MGPLTFRDVKIEFSLEEWQCLDTAQRNLYRDVMLENYRNLVFLGIAVSKPDLITWLEQGKEPWNLKRHEMVDKTPVMCSHFAQDVWPEHSIKDSFQKVILRTYGKYGHENLQLRKDHKSVDACKVYKGGYNGLNQCLTTTDSKIFQCDKYVKVFHKFPNVNRNKIRHTGKKPFKCKNRGKSFCMLSQLTQHKKIHTREYSYKCEECGKAFNWSSTLTKHKIIHTGEKPYKCEECGKAFNRSSNLTKHKIIHTGEKPYKCEECGKAFNRSSTLTKHKRIHTEEKPYKCEECGKAFNQFSIL.... Result: 0 (no interaction). (8) The miRNA is hsa-miR-15a-3p with sequence CAGGCCAUAUUGUGCUGCCUCA. The protein sequence of the target gene is MDSSIHLSSLISRHDDEATRTSTSEGLEEGEVEGETLLIVESEDQASVDLSHDQSGDSLNSDEGDVSWMEEQLSYFCDKCQKWIPASQLREQLSYLKGDNFFRFTCSDCSADGKEQYERLKLTWQQVVMLAMYNLSLEGSGRQGYFRWKEDICAFIEKHWTFLLGNRKKTSTWWSTVAGCLSVGSPMYFRSGAQEFGEPGWWKLVHNKPPTMKPEGEKLSASTLKIKAASKPTLDPIITVEGLRKRASRNPVESAMELKEKRSRTQEAKDIRRAQKEAAGFLDRSTSSTPVKFISRGRRP.... Result: 0 (no interaction).